Dataset: Full USPTO retrosynthesis dataset with 1.9M reactions from patents (1976-2016). Task: Predict the reactants needed to synthesize the given product. Given the product [CH2:20]([O:19][C:17]([C:10]1[C:11]2[CH2:12][CH2:13][CH2:14][CH2:15][C:16]=2[N:8]([CH2:7][C:6]([OH:22])=[O:5])[N:9]=1)=[O:18])[CH3:21], predict the reactants needed to synthesize it. The reactants are: C([O:5][C:6](=[O:22])[CH2:7][N:8]1[C:16]2[CH2:15][CH2:14][CH2:13][CH2:12][C:11]=2[C:10]([C:17]([O:19][CH2:20][CH3:21])=[O:18])=[N:9]1)(C)(C)C.C(O)(C(F)(F)F)=O.